From a dataset of Forward reaction prediction with 1.9M reactions from USPTO patents (1976-2016). Predict the product of the given reaction. (1) The product is: [F:1][C:2]1[CH:7]=[C:6]([CH3:8])[CH:5]=[CH:4][C:3]=1[C:9]1[C:10]([C:11]2[CH:16]=[CH:15][CH:14]=[CH:13][CH:12]=2)=[C:37]([CH2:38][CH2:39][S:40][CH3:41])[NH:28][N:29]=1. Given the reactants [F:1][C:2]1[CH:7]=[C:6]([CH3:8])[CH:5]=[CH:4][C:3]=1[C:9](=O)[CH2:10][C:11]1[CH:16]=[CH:15][CH:14]=[CH:13][CH:12]=1.[Li+].C[Si]([N-][Si](C)(C)C)(C)C.[N:28]1([C:37](=O)[CH2:38][CH2:39][S:40][CH3:41])C2C=CC=CC=2N=[N:29]1.O.NN, predict the reaction product. (2) Given the reactants [NH2:1][N:2]1[C:11](=[O:12])[C:10]2[C:5](=[CH:6][CH:7]=[CH:8][CH:9]=2)[N:4]=[C:3]1[CH:13]([CH3:15])[CH3:14].[Cl:16][C:17]12[CH2:26][CH:21]3[CH2:22][CH:23]([CH2:25][C:19]([CH2:27][C:28](Cl)=[O:29])([CH2:20]3)[CH2:18]1)[CH2:24]2, predict the reaction product. The product is: [Cl:16][C:17]12[CH2:26][CH:21]3[CH2:22][CH:23]([CH2:25][C:19]([CH2:27][C:28]([NH:1][N:2]4[C:11](=[O:12])[C:10]5[C:5](=[CH:6][CH:7]=[CH:8][CH:9]=5)[N:4]=[C:3]4[CH:13]([CH3:15])[CH3:14])=[O:29])([CH2:20]3)[CH2:18]1)[CH2:24]2. (3) Given the reactants [NH:1]([C:14]([O:16][C:17]([CH3:20])([CH3:19])[CH3:18])=[O:15])[C@H:2]([C:11]([OH:13])=[O:12])[CH2:3][C:4]1[CH:9]=[CH:8][C:7]([OH:10])=[CH:6][CH:5]=1.ONC(=O)CCC(N)=O.[CH2:30]1[CH2:35][CH2:34][C:33]([CH2:40][NH2:41])([CH2:36][C:37]([OH:39])=[O:38])[CH2:32][CH2:31]1.[OH-].[Na+], predict the reaction product. The product is: [NH:1]([C:14]([O:16][C:17]([CH3:20])([CH3:19])[CH3:18])=[O:15])[C@H:2]([C:11]([OH:13])=[O:12])[CH2:3][C:4]1[CH:5]=[CH:6][C:7]([OH:10])=[CH:8][CH:9]=1.[CH2:30]1[CH2:31][CH2:32][C:33]([CH2:40][NH2:41])([CH2:36][C:37]([OH:39])=[O:38])[CH2:34][CH2:35]1. (4) Given the reactants [Cl:1][C:2]1[CH:3]=[C:4]([CH:8]=[CH:9][N:10]=1)[C:5](O)=[O:6].[CH3:11][NH:12][O:13][CH3:14].C(OCC)C, predict the reaction product. The product is: [Cl:1][C:2]1[CH:3]=[C:4]([CH:8]=[CH:9][N:10]=1)[C:5]([N:12]([O:13][CH3:14])[CH3:11])=[O:6].